Dataset: Full USPTO retrosynthesis dataset with 1.9M reactions from patents (1976-2016). Task: Predict the reactants needed to synthesize the given product. (1) Given the product [F:43][C:42]([F:45])([F:44])[C:40]([OH:46])=[O:41].[CH:1]([C:4]1[S:5][CH:6]=[C:7]([C:9]([N:11]2[CH2:39][C:15]3([CH2:16][N:17]([CH2:19][CH2:20][C:21]4[CH:22]=[C:23]([CH:36]=[CH:37][CH:38]=4)[CH2:24][CH2:25][O:26][CH2:27][CH2:28][C:29]([OH:31])=[O:30])[CH2:18]3)[O:14][CH2:13][CH2:12]2)=[O:10])[N:8]=1)([CH3:3])[CH3:2], predict the reactants needed to synthesize it. The reactants are: [CH:1]([C:4]1[S:5][CH:6]=[C:7]([C:9]([N:11]2[CH2:39][C:15]3([CH2:18][N:17]([CH2:19][CH2:20][C:21]4[CH:22]=[C:23]([CH:36]=[CH:37][CH:38]=4)[CH2:24][CH2:25][O:26][CH2:27][CH2:28][C:29]([O:31]C(C)(C)C)=[O:30])[CH2:16]3)[O:14][CH2:13][CH2:12]2)=[O:10])[N:8]=1)([CH3:3])[CH3:2].[C:40]([OH:46])([C:42]([F:45])([F:44])[F:43])=[O:41].C1(C)C=CC=CC=1. (2) Given the product [Cl:1][C:2]1[CH:3]=[CH:4][C:5]([S:8]([N:11]([CH:12]([CH2:17][CH3:18])[C:13]([O:15][CH3:16])=[O:14])[CH:20]([CH2:21][CH3:22])[C:19]#[CH:24])(=[O:10])=[O:9])=[CH:6][CH:7]=1, predict the reactants needed to synthesize it. The reactants are: [Cl:1][C:2]1[CH:7]=[CH:6][C:5]([S:8]([NH:11][CH:12]([CH2:17][CH3:18])[C:13]([O:15][CH3:16])=[O:14])(=[O:10])=[O:9])=[CH:4][CH:3]=1.[C:19]1(P([C:20]2[CH:21]=[CH:22]C=[CH:24][CH:19]=2)[C:20]2[CH:21]=[CH:22]C=[CH:24][CH:19]=2)[CH:24]=C[CH:22]=[CH:21][CH:20]=1.CC(OC(/N=N/C(OC(C)C)=O)=O)C. (3) Given the product [Cl:22][C:8]1[C:7]([O:23][CH3:24])=[CH:6][CH:5]=[C:4]2[C:9]=1[N:10]=[C:11]([C:13]1[S:14][CH:15]=[C:16]([C:18]([F:21])([F:20])[F:19])[N:17]=1)[CH:2]=[C:1]2[OH:3], predict the reactants needed to synthesize it. The reactants are: [C:1]([C:4]1[C:9]([NH:10][C:11]([C:13]2[S:14][CH:15]=[C:16]([C:18]([F:21])([F:20])[F:19])[N:17]=2)=O)=[C:8]([Cl:22])[C:7]([O:23][CH3:24])=[CH:6][CH:5]=1)(=[O:3])[CH3:2].COC1C(C)=C2C(C(O)=CC(C3SC=C(C(F)(F)F)N=3)=N2)=CC=1.